Dataset: Full USPTO retrosynthesis dataset with 1.9M reactions from patents (1976-2016). Task: Predict the reactants needed to synthesize the given product. Given the product [C:33]([NH:15][C@H:14]([C:16]([OH:18])=[O:17])[CH2:13][C:12]1[CH:11]=[CH:10][C:9]([O:8][CH2:1][C:2]2[CH:3]=[CH:4][CH:5]=[CH:6][CH:7]=2)=[CH:20][CH:19]=1)([O:32][C:29]([CH3:31])([CH3:30])[CH3:28])=[O:34], predict the reactants needed to synthesize it. The reactants are: [CH2:1]([O:8][C:9]1[CH:20]=[CH:19][C:12]([CH2:13][C@@H:14]([C:16]([OH:18])=[O:17])[NH2:15])=[CH:11][CH:10]=1)[C:2]1[CH:7]=[CH:6][CH:5]=[CH:4][CH:3]=1.C(N(CC)CC)C.[CH3:28][C:29]([O:32][C:33](O[C:33]([O:32][C:29]([CH3:31])([CH3:30])[CH3:28])=[O:34])=[O:34])([CH3:31])[CH3:30].